Dataset: Forward reaction prediction with 1.9M reactions from USPTO patents (1976-2016). Task: Predict the product of the given reaction. (1) Given the reactants [C:1]([O-:4])(=[O:3])[CH3:2].[Li+:5].[C:6]([OH:10])(=[O:9])[CH2:7][CH3:8].[C:11]1([CH3:17])[CH:16]=[CH:15][CH:14]=[CH:13][CH:12]=1, predict the reaction product. The product is: [C:11]1([CH3:17])[CH:16]=[CH:15][CH:14]=[CH:13][CH:12]=1.[C:6]([OH:10])(=[O:9])[CH2:7][CH3:8].[C:1]([O-:4])(=[O:3])[CH3:2].[Li+:5]. (2) Given the reactants [CH2:1](Br)[CH:2]=[CH2:3].[CH2:5]([N:12]1[CH2:19][C@H:18]2[C@H:14]([CH2:15][O:16][C:17]2=[O:20])[CH2:13]1)[C:6]1[CH:11]=[CH:10][CH:9]=[CH:8][CH:7]=1.C[Si](C)(C)[N-][Si](C)(C)C.[Li+].[Cl-].[NH4+], predict the reaction product. The product is: [CH2:3]([C:18]12[CH2:19][N:12]([CH2:5][C:6]3[CH:7]=[CH:8][CH:9]=[CH:10][CH:11]=3)[CH2:13][CH:14]1[CH2:15][O:16][C:17]2=[O:20])[CH:2]=[CH2:1]. (3) Given the reactants [C:1]([CH:5]1[CH2:10][CH2:9][CH:8]([N:11]([CH2:23][C:24]2[CH:33]=[CH:32][C:27]([C:28]([O:30]C)=[O:29])=[CH:26][CH:25]=2)[C:12]2[N:16]([CH3:17])[C:15]3[CH:18]=[C:19]([OH:22])[CH:20]=[CH:21][C:14]=3[N:13]=2)[CH2:7][CH2:6]1)([CH3:4])([CH3:3])[CH3:2].[Li+].[OH-].CCOC(C)=O.Cl, predict the reaction product. The product is: [C:1]([CH:5]1[CH2:10][CH2:9][CH:8]([N:11]([CH2:23][C:24]2[CH:25]=[CH:26][C:27]([C:28]([OH:30])=[O:29])=[CH:32][CH:33]=2)[C:12]2[N:16]([CH3:17])[C:15]3[CH:18]=[C:19]([OH:22])[CH:20]=[CH:21][C:14]=3[N:13]=2)[CH2:7][CH2:6]1)([CH3:4])([CH3:2])[CH3:3]. (4) Given the reactants [OH:1][C@@H:2]1[CH2:6][N:5](C(OC(C)(C)C)=O)[C@H:4]([C:14](=[O:34])[NH:15][CH2:16][C:17]2[C:18]([O:32][CH3:33])=[N:19][N:20]([C:22]3[CH:27]=[CH:26][C:25]([C:28]([F:31])([F:30])[F:29])=[CH:24][CH:23]=3)[CH:21]=2)[CH2:3]1.FC(F)(F)C(O)=O, predict the reaction product. The product is: [OH:1][C@@H:2]1[CH2:6][NH:5][C@H:4]([C:14]([NH:15][CH2:16][C:17]2[C:18]([O:32][CH3:33])=[N:19][N:20]([C:22]3[CH:27]=[CH:26][C:25]([C:28]([F:31])([F:30])[F:29])=[CH:24][CH:23]=3)[CH:21]=2)=[O:34])[CH2:3]1. (5) Given the reactants [CH3:1][N:2]1[C:10]2[C:5](=[CH:6][CH:7]=[C:8](B3OC(C)(C)C(C)(C)O3)[CH:9]=2)[C:4]([CH2:20][CH2:21][OH:22])=[CH:3]1.Br[C:24]1[CH:25]=[C:26]([NH:34][C:35]2[CH:40]=[CH:39][C:38]([N:41]3[CH2:46][CH2:45][N:44]([CH:47]([CH3:49])[CH3:48])[CH2:43][CH2:42]3)=[CH:37][N:36]=2)[C:27]2[N:28]([CH:31]=[CH:32][N:33]=2)[C:29]=1[Cl:30].C(O)C(O)C.C(=O)([O-])[O-].[Na+].[Na+], predict the reaction product. The product is: [Cl:30][C:29]1[N:28]2[CH:31]=[CH:32][N:33]=[C:27]2[C:26]([NH:34][C:35]2[CH:40]=[CH:39][C:38]([N:41]3[CH2:42][CH2:43][N:44]([CH:47]([CH3:49])[CH3:48])[CH2:45][CH2:46]3)=[CH:37][N:36]=2)=[CH:25][C:24]=1[C:8]1[CH:9]=[C:10]2[C:5]([C:4]([CH2:20][CH2:21][OH:22])=[CH:3][N:2]2[CH3:1])=[CH:6][CH:7]=1. (6) Given the reactants [CH3:1][S:2]([O:5][CH2:6][CH2:7][C:8]([N:11]=[N+:12]=[N-:13])([CH3:10])[CH3:9])(=[O:4])=[O:3].[N:14]12[CH2:21][CH2:20][CH:17]([CH2:18][CH2:19]1)[CH2:16][CH2:15]2, predict the reaction product. The product is: [CH3:1][S:2]([O-:5])(=[O:4])=[O:3].[N:11]([C:8]([CH3:10])([CH3:9])[CH2:7][CH2:6][N+:14]12[CH2:21][CH2:20][CH:17]([CH2:18][CH2:19]1)[CH2:16][CH2:15]2)=[N+:12]=[N-:13]. (7) Given the reactants CN(CCN(C)C)C.C([Li])CCC.[CH2:14]([O:16][C:17]1[CH:22]=[CH:21][CH:20]=[CH:19][CH:18]=1)[CH3:15].[S:23](=[O:25])=[O:24].S(Cl)([Cl:28])=O, predict the reaction product. The product is: [CH2:14]([O:16][C:17]1[CH:22]=[CH:21][CH:20]=[CH:19][C:18]=1[S:23]([Cl:28])(=[O:25])=[O:24])[CH3:15]. (8) Given the reactants COC1C=CC(C[NH:8][C:9]2[S:17][C:16]3[C:11](=[N:12][CH:13]=[C:14]([N:18]4[CH2:23][CH2:22][O:21][CH2:20][CH2:19]4)[CH:15]=3)[C:10]=2[C:24]([NH:26][C:27]2[CH:28]=[N:29][CH:30]=[CH:31][C:32]=2[N:33]2[CH2:38][C@H:37]([C:39]([F:42])([F:41])[F:40])[CH2:36][C@H:35]([NH:43]C(=O)OC(C)(C)C)[CH2:34]2)=[O:25])=CC=1.C(O)(C(F)(F)F)=O, predict the reaction product. The product is: [NH2:8][C:9]1[S:17][C:16]2[C:11](=[N:12][CH:13]=[C:14]([N:18]3[CH2:23][CH2:22][O:21][CH2:20][CH2:19]3)[CH:15]=2)[C:10]=1[C:24]([NH:26][C:27]1[CH:28]=[N:29][CH:30]=[CH:31][C:32]=1[N:33]1[CH2:38][C@H:37]([C:39]([F:40])([F:42])[F:41])[CH2:36][C@H:35]([NH2:43])[CH2:34]1)=[O:25]. (9) Given the reactants [C:1](/[CH:3]=[CH:4]/[S:5]([C:8]1[CH:13]=[CH:12][C:11]([C:14]([CH3:19])([CH3:18])[C:15]([OH:17])=O)=[CH:10][CH:9]=1)(=[O:7])=[O:6])#[N:2].Cl.[CH2:21]([NH2:25])[CH2:22][C:23]#[CH:24].Cl.CN(C)CCCN=C=NCC.CN1CCOCC1.ON1C2C=CC=CC=2N=N1, predict the reaction product. The product is: [CH2:21]([NH:25][C:15](=[O:17])[C:14]([C:11]1[CH:10]=[CH:9][C:8]([S:5](/[CH:4]=[CH:3]/[C:1]#[N:2])(=[O:6])=[O:7])=[CH:13][CH:12]=1)([CH3:19])[CH3:18])[CH2:22][C:23]#[CH:24].